This data is from Full USPTO retrosynthesis dataset with 1.9M reactions from patents (1976-2016). The task is: Predict the reactants needed to synthesize the given product. (1) Given the product [Cl:24][C:17]1[CH:18]=[C:19]([O:22][CH3:23])[CH:20]=[CH:21][C:16]=1[CH2:15][C:5]([C:4]1[CH:11]=[CH:12][N:13]=[C:2]([Cl:1])[CH:3]=1)=[O:6], predict the reactants needed to synthesize it. The reactants are: [Cl:1][C:2]1[CH:3]=[C:4]([CH:11]=[CH:12][N:13]=1)[C:5](N(OC)C)=[O:6].Br[CH2:15][C:16]1[CH:21]=[CH:20][C:19]([O:22][CH3:23])=[CH:18][C:17]=1[Cl:24].[Li]CCCC.[NH4+].[Cl-]. (2) Given the product [NH2:32][C:30]1[CH:31]=[C:26]([CH3:25])[CH:27]=[CH:28][C:29]=1[C:2]1[N:3]([CH2:21][C:22](=[O:24])[CH3:23])[C:4]2[C:9]([C:10]=1[CH:11]1[CH2:16][CH2:15][CH2:14][CH2:13][CH2:12]1)=[CH:8][CH:7]=[C:6]([C:17]([O:19][CH3:20])=[O:18])[CH:5]=2, predict the reactants needed to synthesize it. The reactants are: Br[C:2]1[N:3]([CH2:21][C:22](=[O:24])[CH3:23])[C:4]2[C:9]([C:10]=1[CH:11]1[CH2:16][CH2:15][CH2:14][CH2:13][CH2:12]1)=[CH:8][CH:7]=[C:6]([C:17]([O:19][CH3:20])=[O:18])[CH:5]=2.[CH3:25][C:26]1[CH:27]=[CH:28][C:29](B2OC(C)(C)C(C)(C)O2)=[C:30]([NH2:32])[CH:31]=1.C(=O)([O-])O.[Na+].